From a dataset of Forward reaction prediction with 1.9M reactions from USPTO patents (1976-2016). Predict the product of the given reaction. (1) Given the reactants C(O[C:4](=[O:21])[CH2:5][C:6]([CH:8]1[CH2:13][CH2:12][N:11]([C:14]([O:16][C:17]([CH3:20])([CH3:19])[CH3:18])=[O:15])[CH2:10][CH2:9]1)=O)C.[CH3:22][C:23]1[CH:28]=[CH:27][N:26]=[C:25]2[NH:29][N:30]=[C:31]([NH2:32])[C:24]=12.P([O-])([O-])([O-])=O.[K+].[K+].[K+], predict the reaction product. The product is: [CH3:22][C:23]1[C:24]2[C:25](=[N:29][N:30]3[C:6]([CH:8]4[CH2:9][CH2:10][N:11]([C:14]([O:16][C:17]([CH3:18])([CH3:19])[CH3:20])=[O:15])[CH2:12][CH2:13]4)=[CH:5][C:4](=[O:21])[NH:32][C:31]3=2)[N:26]=[CH:27][CH:28]=1. (2) Given the reactants O[C:2]1[C:10]([N+:11]([O-:13])=[O:12])=[CH:9][C:5](C(O)=O)=[CH:4][N:3]=1.C[N:15]([CH:17]=[O:18])C.S(Cl)(Cl)=O.[NH3:23], predict the reaction product. The product is: [NH2:23][C:2]1[C:10]([N+:11]([O-:13])=[O:12])=[CH:9][C:5]([C:17]([NH2:15])=[O:18])=[CH:4][N:3]=1. (3) Given the reactants Cl[C:2]1[CH:7]=[C:6]([C:8]2[CH:16]=[CH:15][CH:14]=[C:13]3[C:9]=2[CH:10]=[N:11][NH:12]3)[N:5]=[C:4]2[N:17]([CH3:20])[N:18]=[CH:19][C:3]=12.[CH2:21]([NH2:24])[CH2:22][CH3:23].O.C1(C)C=CC(S(O)(=O)=O)=CC=1, predict the reaction product. The product is: [NH:12]1[C:13]2[C:9](=[C:8]([C:6]3[CH:7]=[C:2]([NH:24][CH2:21][CH2:22][CH3:23])[C:3]4[CH:19]=[N:18][N:17]([CH3:20])[C:4]=4[N:5]=3)[CH:16]=[CH:15][CH:14]=2)[CH:10]=[N:11]1. (4) Given the reactants F[B-](F)(F)F.[H+].[Cl:7][C:8]1[CH:13]=[CH:12][N:11]=[CH:10][C:9]=1N.N([O-])=O.[Na+].[C-]#N.[Na+].[Cu][C:23]#[N:24].C(=O)(O)[O-].[Na+], predict the reaction product. The product is: [Cl:7][C:8]1[CH:13]=[CH:12][N:11]=[CH:10][C:9]=1[C:23]#[N:24]. (5) Given the reactants [CH2:1]([CH2:3][NH2:4])[OH:2].[C:5](O)(=[O:23])[CH2:6][CH2:7][CH2:8][CH2:9][CH2:10][CH2:11][CH2:12]/[CH:13]=[CH:14]\[CH2:15][CH2:16][CH2:17][CH2:18][CH2:19][CH2:20][CH2:21][CH3:22], predict the reaction product. The product is: [CH3:22][CH2:21][CH2:20][CH2:19][CH2:18][CH2:17][CH2:16][CH2:15]/[CH:14]=[CH:13]\[CH2:12][CH2:11][CH2:10][CH2:9][CH2:8][CH2:7][CH2:6][C:5]([NH:4][CH2:3][CH2:1][OH:2])=[O:23]. (6) The product is: [Si:63]([O:62][C@@H:60]([CH3:61])[C@@H:59]([NH:70][C:71]1[CH:76]=[CH:75][C:74]([C:77]#[N:78])=[C:73]([Cl:79])[C:72]=1[CH3:80])[C:58]1[O:81][C:54]([C:53]2[CH:82]=[CH:83][C:50]([O:49][Si:42]([C:45]([CH3:46])([CH3:47])[CH3:48])([CH3:43])[CH3:44])=[C:51]([F:84])[CH:52]=2)=[N:56][N:57]=1)([C:66]([CH3:69])([CH3:67])[CH3:68])([CH3:65])[CH3:64]. Given the reactants [Si](O[C@H](C)[C@@H](NC1C=CC(C#N)=C(Cl)C=1C)C1OC(C2C=CC(O[Si](C(C)(C)C)(C)C)=CC=2)=NN=1)(C(C)(C)C)(C)C.[Si:42]([O:49][C:50]1[CH:83]=[CH:82][C:53]([C:54]([NH:56][NH:57][C:58](=[O:81])[C@H:59]([NH:70][C:71]2[CH:76]=[CH:75][C:74]([C:77]#[N:78])=[C:73]([Cl:79])[C:72]=2[CH3:80])[C@@H:60]([O:62][Si:63]([C:66]([CH3:69])([CH3:68])[CH3:67])([CH3:65])[CH3:64])[CH3:61])=O)=[CH:52][C:51]=1[F:84])([C:45]([CH3:48])([CH3:47])[CH3:46])([CH3:44])[CH3:43].C1C=CC(P(C2C=CC=CC=2)C2C=CC=CC=2)=CC=1, predict the reaction product. (7) The product is: [CH3:1][C:3]1[O:7][C:6]([CH2:8][CH2:9][NH2:10])=[N:5][CH:4]=1. Given the reactants [CH2:1]([C:3]1[O:7][C:6]([CH2:8][CH2:9][NH2:10])=[N:5][CH:4]=1)C.NCC(O)C, predict the reaction product. (8) Given the reactants [CH:1]([C:3]1[CH:12]=[CH:11][C:6]([C:7]([O:9][CH3:10])=[O:8])=[CH:5][CH:4]=1)=O.[NH2:13][CH2:14][CH2:15][C:16]1[C:24]2[C:19](=[CH:20][CH:21]=[CH:22][CH:23]=2)[NH:18][CH:17]=1.[OH:25]/[C:26](=[CH:32]\[C:33](=[O:37])[CH:34]([CH3:36])[CH3:35])/[C:27](OCC)=[O:28], predict the reaction product. The product is: [NH:18]1[C:19]2[C:24](=[CH:23][CH:22]=[CH:21][CH:20]=2)[C:16]([CH2:15][CH2:14][N:13]2[C:27](=[O:28])[C:26]([OH:25])=[C:32]([C:33](=[O:37])[CH:34]([CH3:36])[CH3:35])[CH:1]2[C:3]2[CH:12]=[CH:11][C:6]([C:7]([O:9][CH3:10])=[O:8])=[CH:5][CH:4]=2)=[CH:17]1. (9) Given the reactants [CH3:1][CH:2]1[CH2:9][C@H:8]2[C@H:4]([CH2:5][NH:6][C@@H:7]2[CH2:10][NH:11][C:12]([C:14]2[N:21]3[C:17]([S:18][CH:19]=[CH:20]3)=[N:16][C:15]=2[CH3:22])=[O:13])[CH2:3]1.[CH3:23][C:24]1[CH:29]=[CH:28][C:27]([C:30]2[C:31]([C:36](O)=[O:37])=[CH:32][CH:33]=[CH:34][CH:35]=2)=[CH:26][CH:25]=1, predict the reaction product. The product is: [CH3:1][CH:2]1[CH2:9][C@H:8]2[C@H:4]([CH2:5][N:6]([C:36]([C:31]3[C:30]([C:27]4[CH:26]=[CH:25][C:24]([CH3:23])=[CH:29][CH:28]=4)=[CH:35][CH:34]=[CH:33][CH:32]=3)=[O:37])[C@@H:7]2[CH2:10][NH:11][C:12]([C:14]2[N:21]3[C:17]([S:18][CH:19]=[CH:20]3)=[N:16][C:15]=2[CH3:22])=[O:13])[CH2:3]1. (10) Given the reactants [CH3:1][C:2]1[C:3]([CH3:25])=[CH:4][C:5]2[N:6]([CH:8]=[C:9]([CH2:11][C@@H:12]3[CH2:17][CH2:16][CH2:15][CH2:14][N:13]3C(OC(C)(C)C)=O)[N:10]=2)[CH:7]=1.C(O)(C(F)(F)F)=O, predict the reaction product. The product is: [CH3:1][C:2]1[C:3]([CH3:25])=[CH:4][C:5]2[N:6]([CH:8]=[C:9]([CH2:11][C@@H:12]3[CH2:17][CH2:16][CH2:15][CH2:14][NH:13]3)[N:10]=2)[CH:7]=1.